Task: Predict the reaction yield, written as a fraction of the theoretical maximum amount of product (1.0 means a 100% yield; for example, 0.34 means a 34% yield).. Dataset: Reaction yield outcomes from USPTO patents with 853,638 reactions (1) The reactants are [F:1][CH2:2][C@H:3]1[CH2:7][N:6]([C@@H:8]([C:10]2[CH:15]=[CH:14][CH:13]=[CH:12][CH:11]=2)[CH3:9])[C:5](=[O:16])[C@:4]1([CH3:22])[C:17]([O:19][CH2:20][CH3:21])=[O:18].IC.C[Si]([N-][Si](C)(C)C)(C)C.[K+].[Cl-].[NH4+]. The catalyst is O1CCCC1. The product is [F:1][CH2:2][C@H:3]1[CH2:7][N:6]([C@@H:8]([C:10]2[CH:11]=[CH:12][CH:13]=[CH:14][CH:15]=2)[CH3:9])[C:5](=[O:16])[C@@:4]1([CH3:22])[C:17]([O:19][CH2:20][CH3:21])=[O:18]. The yield is 0.830. (2) The reactants are Cl.[S:2]([N:12]1[C:16]2=[N:17][CH:18]=[C:19]([CH2:21][NH2:22])[N:20]=[C:15]2[CH:14]=[CH:13]1)([C:5]1[CH:11]=[CH:10][C:8]([CH3:9])=[CH:7][CH:6]=1)(=[O:4])=[O:3].CC#N.C([O-])([O-])=O.[Na+].[Na+].[CH3:32][C:33]([O:36][C:37](O[C:37]([O:36][C:33]([CH3:35])([CH3:34])[CH3:32])=[O:38])=[O:38])([CH3:35])[CH3:34]. The catalyst is O. The product is [S:2]([N:12]1[C:16]2=[N:17][CH:18]=[C:19]([CH2:21][NH:22][C:37](=[O:38])[O:36][C:33]([CH3:35])([CH3:34])[CH3:32])[N:20]=[C:15]2[CH:14]=[CH:13]1)([C:5]1[CH:6]=[CH:7][C:8]([CH3:9])=[CH:10][CH:11]=1)(=[O:3])=[O:4]. The yield is 0.950. (3) The reactants are [NH2:1][C:2]1[C:3]([F:17])=[C:4]([N:9]([CH3:16])[S:10]([CH2:13][CH2:14][CH3:15])(=[O:12])=[O:11])[CH:5]=[CH:6][C:7]=1[F:8].C(=O)([O-])[O-].[K+].[K+].Cl[C:25]([O:27][C:28]1[CH:33]=[CH:32][CH:31]=[CH:30][CH:29]=1)=[O:26]. The catalyst is C1COCC1. The product is [F:17][C:3]1[C:4]([N:9]([CH3:16])[S:10]([CH2:13][CH2:14][CH3:15])(=[O:12])=[O:11])=[CH:5][CH:6]=[C:7]([F:8])[C:2]=1[NH:1][C:25](=[O:26])[O:27][C:28]1[CH:33]=[CH:32][CH:31]=[CH:30][CH:29]=1. The yield is 0.960. (4) The reactants are [Br:1][C:2]1[C:3]([O:9][CH3:10])=[N:4][C:5](Cl)=[N:6][CH:7]=1.[Cl:11][C:12]1[CH:13]=[C:14]([CH:16]=[CH:17][C:18]=1[F:19])[NH2:15]. The catalyst is C(#N)C.Cl.O1CCOCC1. The product is [Br:1][C:2]1[C:3]([O:9][CH3:10])=[N:4][C:5]([NH:15][C:14]2[CH:16]=[CH:17][C:18]([F:19])=[C:12]([Cl:11])[CH:13]=2)=[N:6][CH:7]=1. The yield is 0.700.